Dataset: Full USPTO retrosynthesis dataset with 1.9M reactions from patents (1976-2016). Task: Predict the reactants needed to synthesize the given product. (1) Given the product [Cl:16][C:13]1[CH:14]=[CH:15][C:10]([C:2]2[CH:7]=[CH:6][CH:5]=[CH:4][CH:3]=2)=[CH:11][CH:12]=1, predict the reactants needed to synthesize it. The reactants are: I[C:2]1[CH:7]=[CH:6][CH:5]=[CH:4][CH:3]=1.B([O-])O[C:10]1[CH:15]=[CH:14][C:13]([Cl:16])=[CH:12][CH:11]=1.C(=O)([O-])[O-].[K+].[K+]. (2) Given the product [CH3:19][O:14][C:12]1[CH:11]=[C:10]([C:15]([F:18])([F:17])[F:16])[N:9]=[C:8]([C:5]2[N:6]=[CH:7][C:2]([NH2:1])=[CH:3][CH:4]=2)[N:13]=1, predict the reactants needed to synthesize it. The reactants are: [NH2:1][C:2]1[CH:3]=[CH:4][C:5]([C:8]2[N:13]=[C:12]([OH:14])[CH:11]=[C:10]([C:15]([F:18])([F:17])[F:16])[N:9]=2)=[N:6][CH:7]=1.[C:19]([O-])([O-])=O.[K+].[K+].CI. (3) Given the product [C:11](=[O:12])([OH:13])[NH2:19].[NH:19]1[CH:23]=[CH:22][N:21]=[CH:20]1, predict the reactants needed to synthesize it. The reactants are: OCCCN(C)C(=O)CCCC[C:11]([O:13]C)=[O:12].C([N:19]1[CH:23]=[CH:22][N:21]=[CH:20]1)([N:19]1[CH:23]=[CH:22][N:21]=[CH:20]1)=O. (4) Given the product [C:38]([N:2]([OH:1])[CH:3]([CH:35]([CH3:37])[CH3:36])[CH2:4][S:5]([C:8]1[CH:9]=[CH:10][C:11]([C:14]2[CH:19]=[CH:18][CH:17]=[C:16]([CH2:20][NH:21][C:22]([C:24]3[NH:33][C:32](=[O:34])[C:31]4[C:26](=[CH:27][CH:28]=[CH:29][CH:30]=4)[N:25]=3)=[O:23])[CH:15]=2)=[CH:12][CH:13]=1)(=[O:6])=[O:7])(=[O:40])[CH3:39], predict the reactants needed to synthesize it. The reactants are: [OH:1][NH:2][CH:3]([CH:35]([CH3:37])[CH3:36])[CH2:4][S:5]([C:8]1[CH:13]=[CH:12][C:11]([C:14]2[CH:19]=[CH:18][CH:17]=[C:16]([CH2:20][NH:21][C:22]([C:24]3[NH:33][C:32](=[O:34])[C:31]4[C:26](=[CH:27][CH:28]=[CH:29][CH:30]=4)[N:25]=3)=[O:23])[CH:15]=2)=[CH:10][CH:9]=1)(=[O:7])=[O:6].[C:38](O)(=[O:40])[CH3:39].C(OC(=O)C)(=O)C. (5) Given the product [CH:24]1([N:22]([CH2:21][C:17]2[CH:16]=[C:15]([C:14]#[C:13][C:10]3[CH:11]=[CH:12][C:7]([CH:6]=[C:5]([CH3:27])[C:4]([OH:28])=[O:3])=[CH:8][CH:9]=3)[CH:20]=[CH:19][CH:18]=2)[CH3:23])[CH2:25][CH2:26]1, predict the reactants needed to synthesize it. The reactants are: C([O:3][C:4](=[O:28])[C:5]([CH3:27])=[CH:6][C:7]1[CH:12]=[CH:11][C:10]([C:13]#[C:14][C:15]2[CH:20]=[CH:19][CH:18]=[C:17]([CH2:21][N:22]([CH:24]3[CH2:26][CH2:25]3)[CH3:23])[CH:16]=2)=[CH:9][CH:8]=1)C.[OH-].[K+].